This data is from Tox21: 12 toxicity assays (nuclear receptors and stress response pathways). The task is: Binary classification across 12 toxicity assays. (1) The molecule is CC(C)COC(=O)c1ccccc1C(=O)OCC(C)C. It tested positive (active) for: NR-ER (Estrogen Receptor agonist activity), and NR-ER-LBD (Estrogen Receptor Ligand Binding Domain agonist). (2) The drug is CC(C)(C)OC(=O)c1cccc(N)c1. It tested positive (active) for: NR-ER (Estrogen Receptor agonist activity), and NR-ER-LBD (Estrogen Receptor Ligand Binding Domain agonist). (3) The drug is Nc1ccc2cc3ccc(N)cc3nc2c1.Nc1ccc2cc3ccc(N)cc3nc2c1. It tested positive (active) for: NR-AhR (Aryl hydrocarbon Receptor agonist activity), NR-Aromatase (Aromatase enzyme inhibition), NR-ER (Estrogen Receptor agonist activity), SR-MMP (Mitochondrial Membrane Potential disruption), and SR-p53 (p53 tumor suppressor activation).